This data is from Reaction yield outcomes from USPTO patents with 853,638 reactions. The task is: Predict the reaction yield, written as a fraction of the theoretical maximum amount of product (1.0 means a 100% yield; for example, 0.34 means a 34% yield). (1) The reactants are Br[C:2]1[C:10]([F:11])=[CH:9][C:8]([C:12]#[N:13])=[C:7]2[C:3]=1[C:4]([CH3:23])=[C:5]([CH3:22])[N:6]2[CH2:14][O:15][CH2:16][CH2:17][Si:18]([CH3:21])([CH3:20])[CH3:19].[Cl-].[Cl:25][C:26]1[CH:31]=[CH:30][C:29]([CH2:32][Zn+])=[CH:28][N:27]=1. The catalyst is C1COCC1.CCOC(C)=O.C1C=CC([P]([Pd]([P](C2C=CC=CC=2)(C2C=CC=CC=2)C2C=CC=CC=2)([P](C2C=CC=CC=2)(C2C=CC=CC=2)C2C=CC=CC=2)[P](C2C=CC=CC=2)(C2C=CC=CC=2)C2C=CC=CC=2)(C2C=CC=CC=2)C2C=CC=CC=2)=CC=1. The product is [Cl:25][C:26]1[N:27]=[CH:28][C:29]([CH2:32][C:2]2[C:10]([F:11])=[CH:9][C:8]([C:12]#[N:13])=[C:7]3[C:3]=2[C:4]([CH3:23])=[C:5]([CH3:22])[N:6]3[CH2:14][O:15][CH2:16][CH2:17][Si:18]([CH3:21])([CH3:20])[CH3:19])=[CH:30][CH:31]=1. The yield is 0.720. (2) The reactants are [Cl:1][C:2]1[CH:8]=[C:7]([CH3:9])[CH:6]=[C:5]([CH3:10])[C:3]=1[NH2:4].[Cl:11][CH2:12][C:13](O[C:13](=[O:14])[CH2:12][Cl:11])=[O:14]. The catalyst is ClC(Cl)C. The product is [Cl:11][CH2:12][C:13]([NH:4][C:3]1[C:5]([CH3:10])=[CH:6][C:7]([CH3:9])=[CH:8][C:2]=1[Cl:1])=[O:14]. The yield is 0.900.